Dataset: Full USPTO retrosynthesis dataset with 1.9M reactions from patents (1976-2016). Task: Predict the reactants needed to synthesize the given product. (1) Given the product [N+:1]([C:4]1[CH:5]=[CH:6][C:7]([C:8]([O:10][C@H:11]([CH3:29])[C@@H:12]([NH2:21])[C:13]2[CH:18]=[CH:17][C:16]([F:19])=[C:15]([Cl:20])[CH:14]=2)=[O:9])=[CH:30][CH:31]=1)([O-:3])=[O:2], predict the reactants needed to synthesize it. The reactants are: [N+:1]([C:4]1[CH:31]=[CH:30][C:7]([C:8]([O:10][C@H:11]([CH3:29])[C@@H:12]([NH:21]C(OC(C)(C)C)=O)[C:13]2[CH:18]=[CH:17][C:16]([F:19])=[C:15]([Cl:20])[CH:14]=2)=[O:9])=[CH:6][CH:5]=1)([O-:3])=[O:2].C(O)(C(F)(F)F)=O. (2) Given the product [NH2:34][CH2:33][C@H:30]1[CH2:31][CH2:32][C@H:27]([NH:26][C:14]2[C:13]3[C:18](=[CH:19][CH:20]=[C:11]([C:4]4[CH:5]=[C:6]([O:9][CH3:10])[C:7]([OH:8])=[C:2]([Cl:1])[CH:3]=4)[CH:12]=3)[N:17]=[CH:16][C:15]=2[C:21]([CH:23]2[CH2:24][CH2:25]2)=[O:22])[CH2:28][CH2:29]1, predict the reactants needed to synthesize it. The reactants are: [Cl:1][C:2]1[CH:3]=[C:4]([C:11]2[CH:12]=[C:13]3[C:18](=[CH:19][CH:20]=2)[N:17]=[CH:16][C:15]([C:21]([CH:23]2[CH2:25][CH2:24]2)=[O:22])=[C:14]3[NH:26][C@H:27]2[CH2:32][CH2:31][C@H:30]([CH2:33][NH:34]C(=O)OC(C)(C)C)[CH2:29][CH2:28]2)[CH:5]=[C:6]([O:9][CH3:10])[C:7]=1[OH:8].C(O)(C(F)(F)F)=O.